Predict the reactants needed to synthesize the given product. From a dataset of Full USPTO retrosynthesis dataset with 1.9M reactions from patents (1976-2016). Given the product [F:1][C:2]1[CH:7]=[CH:6][C:5]([CH:8]2[C:9]3([CH2:32][O:40][CH2:39][O:38][CH2:37]3)[CH2:10][N:11]([C:14]3[N:19]=[C:18]([CH3:20])[N:17]([CH2:21][C:22]4[S:23][C:24]([C:27]([F:30])([F:29])[F:28])=[CH:25][CH:26]=4)[C:16](=[O:31])[N:15]=3)[CH2:12][CH2:13]2)=[CH:4][CH:3]=1, predict the reactants needed to synthesize it. The reactants are: [F:1][C:2]1[CH:7]=[CH:6][C:5]([CH:8]2[CH2:13][CH2:12][N:11]([C:14]3[N:19]=[C:18]([CH3:20])[N:17]([CH2:21][C:22]4[S:23][C:24]([C:27]([F:30])([F:29])[F:28])=[CH:25][CH:26]=4)[C:16](=[O:31])[N:15]=3)[CH2:10][C:9]2([CH2:37][O:38][CH2:39][O:40]C)[CH2:32]OCOC)=[CH:4][CH:3]=1.Cl.C(=O)([O-])[O-].[Na+].[Na+].C(Cl)(Cl)Cl.